This data is from Forward reaction prediction with 1.9M reactions from USPTO patents (1976-2016). The task is: Predict the product of the given reaction. (1) Given the reactants [C:1]([O:5][C:6](=[O:31])[C:7]1[CH:12]=[CH:11][C:10]([C:13]2[CH2:17][C:16]([C:22]3[CH:27]=[C:26]([Cl:28])[CH:25]=[C:24]([Cl:29])[CH:23]=3)([C:18]([F:21])([F:20])[F:19])[O:15][N:14]=2)=[CH:9][C:8]=1[CH3:30])([CH3:4])([CH3:3])[CH3:2].C[Si]([N-][Si](C)(C)C)(C)C.[Li+].C1C=CC(S(N(S(C2C=CC=CC=2)(=O)=O)[F:52])(=O)=O)=CC=1, predict the reaction product. The product is: [C:1]([O:5][C:6](=[O:31])[C:7]1[CH:12]=[CH:11][C:10]([C:13]2[CH:17]([F:52])[C:16]([C:22]3[CH:23]=[C:24]([Cl:29])[CH:25]=[C:26]([Cl:28])[CH:27]=3)([C:18]([F:20])([F:19])[F:21])[O:15][N:14]=2)=[CH:9][C:8]=1[CH3:30])([CH3:4])([CH3:3])[CH3:2]. (2) Given the reactants [CH2:1]([O:3][C:4](=[O:17])[NH:5][C:6]1[CH:11]=[C:10]([Cl:12])[N:9]=[C:8]([Cl:13])[C:7]=1[N+:14]([O-:16])=[O:15])[CH3:2].CC(C)=O.[I-].[Na+].Cl.Cl[CH2:26][C:27]1[CH:28]=[CH:29][C:30]([CH3:33])=[N:31][CH:32]=1, predict the reaction product. The product is: [CH2:1]([O:3][C:4](=[O:17])[N:5]([C:6]1[CH:11]=[C:10]([Cl:12])[N:9]=[C:8]([Cl:13])[C:7]=1[N+:14]([O-:16])=[O:15])[CH2:26][C:27]1[CH:32]=[N:31][C:30]([CH3:33])=[CH:29][CH:28]=1)[CH3:2]. (3) The product is: [Cl:1][C:2]1[CH:7]=[C:6]([Cl:8])[CH:5]=[CH:4][C:3]=1[C@H:9]1[CH2:14][C@@H:13]([C:15]2[O:19][NH:18][C:17](=[O:20])[CH:16]=2)[CH2:12][CH2:11][NH:10]1. Given the reactants [Cl:1][C:2]1[CH:7]=[C:6]([Cl:8])[CH:5]=[CH:4][C:3]=1[C@H:9]1[CH2:14][C@@H:13]([C:15]2[O:19][NH:18][C:17](=[O:20])[CH:16]=2)[CH2:12][CH2:11][N:10]1C(OC)=O.Br, predict the reaction product. (4) The product is: [Cl:21][C:22]1[CH:27]=[CH:26][CH:25]=[C:24]([Cl:28])[C:23]=1[NH:29][C:30]([NH:20][C:18]1[CH:19]=[C:14]([NH:13][C:10]2[CH:11]=[CH:12][C:7]([N:1]3[CH2:6][CH2:5][O:4][CH2:3][CH2:2]3)=[CH:8][CH:9]=2)[N:15]=[CH:16][N:17]=1)=[O:31]. Given the reactants [N:1]1([C:7]2[CH:12]=[CH:11][C:10]([NH:13][C:14]3[CH:19]=[C:18]([NH2:20])[N:17]=[CH:16][N:15]=3)=[CH:9][CH:8]=2)[CH2:6][CH2:5][O:4][CH2:3][CH2:2]1.[Cl:21][C:22]1[CH:27]=[CH:26][CH:25]=[C:24]([Cl:28])[C:23]=1[N:29]=[C:30]=[O:31], predict the reaction product. (5) Given the reactants [NH:1]1[CH:5]=[C:4]([C:6]2[CH:11]=[C:10]([C:12]([NH2:14])=[O:13])[CH:9]=[CH:8][N:7]=2)[N:3]=[CH:2]1.[F:15][C:16]([F:30])([F:29])[CH2:17]OS(C1C=CC(C)=CC=1)(=O)=O, predict the reaction product. The product is: [F:15][C:16]([F:30])([F:29])[CH2:17][N:1]1[CH:5]=[C:4]([C:6]2[CH:11]=[C:10]([C:12]([NH2:14])=[O:13])[CH:9]=[CH:8][N:7]=2)[N:3]=[CH:2]1. (6) Given the reactants [CH3:1][C:2]1[O:6][N:5]=[C:4]([C:7]2[CH:12]=[CH:11][CH:10]=[CH:9][N:8]=2)[C:3]=1[CH2:13][O:14][C:15]1[CH:16]=[CH:17][C:18]([C:21]([OH:23])=O)=[N:19][CH:20]=1.[CH:24]1([NH2:27])[CH2:26][CH2:25]1, predict the reaction product. The product is: [CH:24]1([NH:27][C:21]([C:18]2[CH:17]=[CH:16][C:15]([O:14][CH2:13][C:3]3[C:4]([C:7]4[CH:12]=[CH:11][CH:10]=[CH:9][N:8]=4)=[N:5][O:6][C:2]=3[CH3:1])=[CH:20][N:19]=2)=[O:23])[CH2:26][CH2:25]1.